From a dataset of Full USPTO retrosynthesis dataset with 1.9M reactions from patents (1976-2016). Predict the reactants needed to synthesize the given product. (1) Given the product [O:36]1[CH:40]=[N:39][N:38]=[C:37]1[C@H:41]([NH:43][C:29]([C:22]1[S:21][C:20]([NH:19][C:15]2[C:16]3[CH2:17][CH2:18][N:9]([C:6]4[CH:7]=[CH:8][C:3]([C:1]#[N:2])=[C:4]([C:32]([F:33])([F:35])[F:34])[CH:5]=4)[CH2:10][C:11]=3[N:12]=[CH:13][N:14]=2)=[N:24][C:23]=1[C:25]([F:28])([F:26])[F:27])=[O:30])[CH3:42], predict the reactants needed to synthesize it. The reactants are: [C:1]([C:3]1[CH:8]=[CH:7][C:6]([N:9]2[CH2:18][CH2:17][C:16]3[C:15]([NH:19][C:20]4[S:21][C:22]([C:29](O)=[O:30])=[C:23]([C:25]([F:28])([F:27])[F:26])[N:24]=4)=[N:14][CH:13]=[N:12][C:11]=3[CH2:10]2)=[CH:5][C:4]=1[C:32]([F:35])([F:34])[F:33])#[N:2].[O:36]1[CH:40]=[N:39][N:38]=[C:37]1[C@H:41]([NH2:43])[CH3:42]. (2) Given the product [CH3:19][O:18][CH2:17][CH2:16][CH2:15][O:14][C:11]1[CH:12]=[CH:13][C:8]([C@H:7]2[C@H:2]([O:1][CH2:48][CH2:49][CH2:50][O:51][Si:52]([CH:59]([CH3:60])[CH3:61])([CH:53]([CH3:55])[CH3:54])[CH:56]([CH3:57])[CH3:58])[CH2:3][N:4]([C:37]([O:39][CH2:40][C:41]3[CH:42]=[CH:43][CH:44]=[CH:45][CH:46]=3)=[O:38])[CH2:5][C@@H:6]2[O:20][CH2:21][C:22]2[CH:23]=[CH:24][C:25]3[O:30][CH2:29][CH2:28][N:27]([CH2:31][CH2:32][CH2:33][O:34][CH3:35])[C:26]=3[CH:36]=2)=[CH:9][CH:10]=1, predict the reactants needed to synthesize it. The reactants are: [OH:1][C@H:2]1[C@H:7]([C:8]2[CH:13]=[CH:12][C:11]([O:14][CH2:15][CH2:16][CH2:17][O:18][CH3:19])=[CH:10][CH:9]=2)[C@@H:6]([O:20][CH2:21][C:22]2[CH:23]=[CH:24][C:25]3[O:30][CH2:29][CH2:28][N:27]([CH2:31][CH2:32][CH2:33][O:34][CH3:35])[C:26]=3[CH:36]=2)[CH2:5][N:4]([C:37]([O:39][CH2:40][C:41]2[CH:46]=[CH:45][CH:44]=[CH:43][CH:42]=2)=[O:38])[CH2:3]1.Br[CH2:48][CH2:49][CH2:50][O:51][Si:52]([CH:59]([CH3:61])[CH3:60])([CH:56]([CH3:58])[CH3:57])[CH:53]([CH3:55])[CH3:54]. (3) Given the product [CH3:27][C:26]1[NH:25][C:17]2[C:16]([CH:15]=1)=[C:21]([N+:22]([O-:24])=[O:23])[CH:20]=[CH:19][CH:18]=2, predict the reactants needed to synthesize it. The reactants are: C(OCC)(=O)C(OCC)=O.[O-]CC.[K+].[CH3:15][C:16]1[C:21]([N+:22]([O-:24])=[O:23])=[CH:20][CH:19]=[CH:18][C:17]=1[N:25]=[C:26](OCC)[CH3:27]. (4) The reactants are: C[O:2][C:3](=[O:33])[CH:4]([CH2:9][C:10]1[C:11]([NH:23][C:24]2[C:29]([CH3:30])=[CH:28][C:27]([CH3:31])=[CH:26][C:25]=2[CH3:32])=[N:12][C:13]([CH3:22])=[CH:14][C:15]=1[O:16][CH:17]([CH2:20][CH3:21])[CH2:18][CH3:19])C(OC)=O. Given the product [CH2:18]([CH:17]([O:16][C:15]1[CH:14]=[C:13]([CH3:22])[N:12]=[C:11]([NH:23][C:24]2[C:29]([CH3:30])=[CH:28][C:27]([CH3:31])=[CH:26][C:25]=2[CH3:32])[C:10]=1[CH2:9][CH2:4][C:3]([OH:33])=[O:2])[CH2:20][CH3:21])[CH3:19], predict the reactants needed to synthesize it. (5) Given the product [CH3:42][C:41]1[N:43]=[C:28]([C:27]2[CH:31]=[CH:32][C:24]([CH2:23][N:3]3[C:4]4[C:9](=[CH:8][CH:7]=[CH:6][CH:5]=4)[C:10]4([C:22]5[C:13](=[CH:14][C:15]6[O:20][CH2:19][CH2:18][O:17][C:16]=6[CH:21]=5)[O:12][CH2:11]4)[C:2]3=[O:1])=[CH:25][CH:26]=2)[O:29][N:40]=1, predict the reactants needed to synthesize it. The reactants are: [O:1]=[C:2]1[C:10]2([C:22]3[C:13](=[CH:14][C:15]4[O:20][CH2:19][CH2:18][O:17][C:16]=4[CH:21]=3)[O:12][CH2:11]2)[C:9]2[C:4](=[CH:5][CH:6]=[CH:7][CH:8]=2)[N:3]1[CH2:23][C:24]1[CH:32]=[CH:31][C:27]([C:28](O)=[O:29])=[CH:26][CH:25]=1.C(Cl)(=O)C(Cl)=O.O[NH:40][C:41](=[NH:43])[CH3:42]. (6) Given the product [CH2:25]([O:27][C:28](=[O:39])[C@H:29]([N:9]1[C:8]2[CH:14]=[C:4]([N+:1]([O-:3])=[O:2])[CH:5]=[CH:6][C:7]=2[O:12][CH2:11][C:10]1=[O:13])[CH3:30])[CH3:26], predict the reactants needed to synthesize it. The reactants are: [N+:1]([C:4]1[CH:5]=[CH:6][C:7]2[O:12][CH2:11][C:10](=[O:13])[NH:9][C:8]=2[CH:14]=1)([O-:3])=[O:2].C[Si]([N-][Si](C)(C)C)(C)C.[K+].[CH2:25]([O:27][C:28](=[O:39])[C@@H:29](OS(C(F)(F)F)(=O)=O)[CH3:30])[CH3:26].O. (7) Given the product [F:21][C:14]1[CH:13]=[C:12]2[C:17]([C:18](=[O:20])[CH:19]=[C:10]([C:8]([NH:7][CH:4]3[CH2:3][CH2:2][N:1]([CH:22]([C:25]4[CH:34]=[CH:33][C:28]5[NH:29][C:30](=[O:32])[O:31][C:27]=5[CH:26]=4)[CH3:23])[CH2:6][CH2:5]3)=[O:9])[O:11]2)=[CH:16][CH:15]=1, predict the reactants needed to synthesize it. The reactants are: [NH:1]1[CH2:6][CH2:5][CH:4]([NH:7][C:8]([C:10]2[O:11][C:12]3[C:17]([C:18](=[O:20])[CH:19]=2)=[CH:16][CH:15]=[C:14]([F:21])[CH:13]=3)=[O:9])[CH2:3][CH2:2]1.[C:22]([C:25]1[CH:34]=[CH:33][C:28]2[NH:29][C:30](=[O:32])[O:31][C:27]=2[CH:26]=1)(=O)[CH3:23].CCO.[BH-](OC(C)=O)(OC(C)=O)OC(C)=O.[Na+]. (8) The reactants are: [NH2:1][C:2]1[CH:18]=[CH:17][C:5]2[N:6]([CH2:12][C:13]([F:16])([F:15])[F:14])[CH2:7][CH:8]([CH2:10][CH3:11])[O:9][C:4]=2[CH:3]=1.CCO[C:22]([CH3:24])=[O:23]. Given the product [CH2:10]([CH:8]1[O:9][C:4]2[C:5](=[CH:17][C:18]3[C:12]([C:13]([F:16])([F:15])[F:14])=[CH:24][C:22](=[O:23])[NH:1][C:2]=3[CH:3]=2)[N:6]([CH2:12][C:13]([F:16])([F:15])[F:14])[CH2:7]1)[CH3:11], predict the reactants needed to synthesize it. (9) Given the product [CH3:18][C:3]1([CH3:19])[CH:2]([OH:1])[CH:7]([OH:8])[CH2:6][CH:5]([C:9]2[CH:14]=[CH:13][N:12]=[CH:11][C:10]=2[N+:15]([O-:17])=[O:16])[O:4]1, predict the reactants needed to synthesize it. The reactants are: [OH:1][CH:2]1[C:7](=[O:8])[CH2:6][CH:5]([C:9]2[CH:14]=[CH:13][N:12]=[CH:11][C:10]=2[N+:15]([O-:17])=[O:16])[O:4][C:3]1([CH3:19])[CH3:18].[BH4-].[Na+].